From a dataset of Reaction yield outcomes from USPTO patents with 853,638 reactions. Predict the reaction yield, written as a fraction of the theoretical maximum amount of product (1.0 means a 100% yield; for example, 0.34 means a 34% yield). (1) The reactants are [CH3:1][C:2]1[CH:7]=[CH:6][C:5]([CH:8]=[CH:9][C:10](=[O:20])[CH:11]=[CH:12][C:13]2[CH:18]=[CH:17][C:16]([CH3:19])=[CH:15][CH:14]=2)=[CH:4][CH:3]=1.[CH3:21][NH2:22].O. The catalyst is CN(C)C=O. The product is [CH3:19][C:16]1[CH:15]=[CH:14][C:13]([CH:12]2[CH2:11][C:10](=[O:20])[CH2:9][CH:8]([C:5]3[CH:4]=[CH:3][C:2]([CH3:1])=[CH:7][CH:6]=3)[N:22]2[CH3:21])=[CH:18][CH:17]=1. The yield is 0.750. (2) The reactants are [Cl:1][C:2]1[N:3]=[C:4](Cl)[C:5]2[S:10][CH:9]=[C:8]([CH3:11])[C:6]=2[N:7]=1.[CH2:13]([NH2:18])[CH2:14][CH2:15][CH2:16][CH3:17]. The catalyst is CN(C=O)C. The product is [Cl:1][C:2]1[N:3]=[C:4]([NH:18][CH2:13][CH2:14][CH2:15][CH2:16][CH3:17])[C:5]2[S:10][CH:9]=[C:8]([CH3:11])[C:6]=2[N:7]=1. The yield is 0.914.